From a dataset of NCI-60 drug combinations with 297,098 pairs across 59 cell lines. Regression. Given two drug SMILES strings and cell line genomic features, predict the synergy score measuring deviation from expected non-interaction effect. (1) Drug 1: CC1=C2C(C(=O)C3(C(CC4C(C3C(C(C2(C)C)(CC1OC(=O)C(C(C5=CC=CC=C5)NC(=O)OC(C)(C)C)O)O)OC(=O)C6=CC=CC=C6)(CO4)OC(=O)C)OC)C)OC. Drug 2: C1=NC2=C(N=C(N=C2N1C3C(C(C(O3)CO)O)O)F)N. Cell line: DU-145. Synergy scores: CSS=53.3, Synergy_ZIP=7.90, Synergy_Bliss=4.21, Synergy_Loewe=-16.8, Synergy_HSA=4.46. (2) Drug 1: C1C(C(OC1N2C=NC3=C(N=C(N=C32)Cl)N)CO)O. Drug 2: C1=NC(=NC(=O)N1C2C(C(C(O2)CO)O)O)N. Cell line: SF-539. Synergy scores: CSS=5.92, Synergy_ZIP=-7.48, Synergy_Bliss=-12.1, Synergy_Loewe=-14.2, Synergy_HSA=-11.8. (3) Drug 1: CC1=C(C=C(C=C1)C(=O)NC2=CC(=CC(=C2)C(F)(F)F)N3C=C(N=C3)C)NC4=NC=CC(=N4)C5=CN=CC=C5. Drug 2: CC1=C(C(=CC=C1)Cl)NC(=O)C2=CN=C(S2)NC3=CC(=NC(=N3)C)N4CCN(CC4)CCO. Cell line: COLO 205. Synergy scores: CSS=1.79, Synergy_ZIP=0.108, Synergy_Bliss=3.25, Synergy_Loewe=0.488, Synergy_HSA=2.00. (4) Drug 1: C1=CC(=CC=C1C#N)C(C2=CC=C(C=C2)C#N)N3C=NC=N3. Drug 2: CCC1(C2=C(COC1=O)C(=O)N3CC4=CC5=C(C=CC(=C5CN(C)C)O)N=C4C3=C2)O.Cl. Cell line: SNB-19. Synergy scores: CSS=46.4, Synergy_ZIP=0.239, Synergy_Bliss=-0.798, Synergy_Loewe=-32.0, Synergy_HSA=1.25. (5) Drug 1: CCC1(CC2CC(C3=C(CCN(C2)C1)C4=CC=CC=C4N3)(C5=C(C=C6C(=C5)C78CCN9C7C(C=CC9)(C(C(C8N6C=O)(C(=O)OC)O)OC(=O)C)CC)OC)C(=O)OC)O.OS(=O)(=O)O. Drug 2: CC12CCC3C(C1CCC2OP(=O)(O)O)CCC4=C3C=CC(=C4)OC(=O)N(CCCl)CCCl.[Na+]. Cell line: LOX IMVI. Synergy scores: CSS=-1.74, Synergy_ZIP=1.37, Synergy_Bliss=-1.94, Synergy_Loewe=-10.9, Synergy_HSA=-10.6. (6) Drug 1: CC1=C(C=C(C=C1)C(=O)NC2=CC(=CC(=C2)C(F)(F)F)N3C=C(N=C3)C)NC4=NC=CC(=N4)C5=CN=CC=C5. Drug 2: CC(C)CN1C=NC2=C1C3=CC=CC=C3N=C2N. Cell line: MDA-MB-231. Synergy scores: CSS=-3.01, Synergy_ZIP=-2.84, Synergy_Bliss=-7.08, Synergy_Loewe=-6.91, Synergy_HSA=-6.91.